From a dataset of Catalyst prediction with 721,799 reactions and 888 catalyst types from USPTO. Predict which catalyst facilitates the given reaction. Reactant: [CH2:1]([O:3][C:4](=[O:8])[CH:5](Br)[CH3:6])[CH3:2].[NH:9]1[CH2:14][CH2:13][CH:12]([CH2:15][CH2:16][CH2:17][CH2:18][C:19]2[CH:24]=[CH:23][N:22]=[CH:21][CH:20]=2)[CH2:11][CH2:10]1.CCN(CC)CC. Product: [CH2:1]([O:3][C:4](=[O:8])[CH:5]([N:22]1[CH2:21][CH2:20][CH:19]([CH2:18][CH2:17][CH2:16][CH2:15][C:12]2[CH:11]=[CH:10][N:9]=[CH:14][CH:13]=2)[CH2:24][CH2:23]1)[CH3:6])[CH3:2]. The catalyst class is: 2.